Dataset: Catalyst prediction with 721,799 reactions and 888 catalyst types from USPTO. Task: Predict which catalyst facilitates the given reaction. (1) Reactant: C(OC(=O)C)(=O)C.[CH:8]([OH:10])=O.[NH2:11][C:12]1[CH:13]=[C:14]2[C:18](=[CH:19][CH:20]=1)[N:17]([CH2:21][O:22][CH2:23][CH2:24][Si:25]([CH3:28])([CH3:27])[CH3:26])[N:16]=[CH:15]2. Product: [CH3:26][Si:25]([CH3:28])([CH3:27])[CH2:24][CH2:23][O:22][CH2:21][N:17]1[C:18]2[C:14](=[CH:13][C:12]([NH:11][CH:8]=[O:10])=[CH:20][CH:19]=2)[CH:15]=[N:16]1. The catalyst class is: 1. (2) Reactant: [O:1]1[CH:5]=[CH:4][CH:3]=[C:2]1[C:6]1[CH:37]=[CH:36][C:9]([C:10]([N:12]([CH2:18][C:19]2[CH:35]=[CH:34][CH:33]=[CH:32][C:20]=2[O:21][CH2:22][CH2:23][CH2:24][CH2:25][CH2:26][C:27]([O:29]CC)=[O:28])[CH2:13][C:14]([F:17])([F:16])[F:15])=[O:11])=[CH:8][CH:7]=1.O.[OH-].[Li+]. Product: [O:1]1[CH:5]=[CH:4][CH:3]=[C:2]1[C:6]1[CH:37]=[CH:36][C:9]([C:10]([N:12]([CH2:18][C:19]2[CH:35]=[CH:34][CH:33]=[CH:32][C:20]=2[O:21][CH2:22][CH2:23][CH2:24][CH2:25][CH2:26][C:27]([OH:29])=[O:28])[CH2:13][C:14]([F:17])([F:15])[F:16])=[O:11])=[CH:8][CH:7]=1. The catalyst class is: 636.